Dataset: NCI-60 drug combinations with 297,098 pairs across 59 cell lines. Task: Regression. Given two drug SMILES strings and cell line genomic features, predict the synergy score measuring deviation from expected non-interaction effect. (1) Drug 1: COCCOC1=C(C=C2C(=C1)C(=NC=N2)NC3=CC=CC(=C3)C#C)OCCOC.Cl. Drug 2: B(C(CC(C)C)NC(=O)C(CC1=CC=CC=C1)NC(=O)C2=NC=CN=C2)(O)O. Cell line: HT29. Synergy scores: CSS=32.4, Synergy_ZIP=54.3, Synergy_Bliss=56.6, Synergy_Loewe=49.3, Synergy_HSA=49.7. (2) Drug 1: C1=CC(=CC=C1CCC2=CNC3=C2C(=O)NC(=N3)N)C(=O)NC(CCC(=O)O)C(=O)O. Drug 2: CS(=O)(=O)CCNCC1=CC=C(O1)C2=CC3=C(C=C2)N=CN=C3NC4=CC(=C(C=C4)OCC5=CC(=CC=C5)F)Cl. Cell line: HOP-92. Synergy scores: CSS=17.3, Synergy_ZIP=-1.90, Synergy_Bliss=3.53, Synergy_Loewe=1.76, Synergy_HSA=3.98. (3) Drug 1: C1=CC=C(C(=C1)C(C2=CC=C(C=C2)Cl)C(Cl)Cl)Cl. Drug 2: COC1=NC(=NC2=C1N=CN2C3C(C(C(O3)CO)O)O)N. Cell line: ACHN. Synergy scores: CSS=-2.23, Synergy_ZIP=1.11, Synergy_Bliss=1.69, Synergy_Loewe=-3.11, Synergy_HSA=-2.24. (4) Drug 1: CC1C(C(=O)NC(C(=O)N2CCCC2C(=O)N(CC(=O)N(C(C(=O)O1)C(C)C)C)C)C(C)C)NC(=O)C3=C4C(=C(C=C3)C)OC5=C(C(=O)C(=C(C5=N4)C(=O)NC6C(OC(=O)C(N(C(=O)CN(C(=O)C7CCCN7C(=O)C(NC6=O)C(C)C)C)C)C(C)C)C)N)C. Drug 2: CS(=O)(=O)OCCCCOS(=O)(=O)C. Cell line: LOX IMVI. Synergy scores: CSS=26.2, Synergy_ZIP=-1.79, Synergy_Bliss=2.40, Synergy_Loewe=-15.7, Synergy_HSA=0.961. (5) Drug 1: C1=C(C(=O)NC(=O)N1)F. Drug 2: CC1=C(C(=CC=C1)Cl)NC(=O)C2=CN=C(S2)NC3=CC(=NC(=N3)C)N4CCN(CC4)CCO. Cell line: CAKI-1. Synergy scores: CSS=70.1, Synergy_ZIP=-0.906, Synergy_Bliss=-1.20, Synergy_Loewe=-2.59, Synergy_HSA=6.22. (6) Drug 1: COC1=C(C=C2C(=C1)N=CN=C2NC3=CC(=C(C=C3)F)Cl)OCCCN4CCOCC4. Drug 2: CCCCC(=O)OCC(=O)C1(CC(C2=C(C1)C(=C3C(=C2O)C(=O)C4=C(C3=O)C=CC=C4OC)O)OC5CC(C(C(O5)C)O)NC(=O)C(F)(F)F)O. Cell line: COLO 205. Synergy scores: CSS=7.90, Synergy_ZIP=-3.27, Synergy_Bliss=-0.766, Synergy_Loewe=-0.454, Synergy_HSA=-0.922.